Dataset: NCI-60 drug combinations with 297,098 pairs across 59 cell lines. Task: Regression. Given two drug SMILES strings and cell line genomic features, predict the synergy score measuring deviation from expected non-interaction effect. (1) Drug 2: C1=CN(C=N1)CC(O)(P(=O)(O)O)P(=O)(O)O. Cell line: SK-MEL-5. Drug 1: CCC(=C(C1=CC=CC=C1)C2=CC=C(C=C2)OCCN(C)C)C3=CC=CC=C3.C(C(=O)O)C(CC(=O)O)(C(=O)O)O. Synergy scores: CSS=-6.84, Synergy_ZIP=3.24, Synergy_Bliss=-0.273, Synergy_Loewe=-0.0446, Synergy_HSA=-3.69. (2) Synergy scores: CSS=51.4, Synergy_ZIP=-2.16, Synergy_Bliss=-2.14, Synergy_Loewe=-11.4, Synergy_HSA=1.41. Cell line: NCIH23. Drug 1: CC1=C2C(C(=O)C3(C(CC4C(C3C(C(C2(C)C)(CC1OC(=O)C(C(C5=CC=CC=C5)NC(=O)C6=CC=CC=C6)O)O)OC(=O)C7=CC=CC=C7)(CO4)OC(=O)C)O)C)OC(=O)C. Drug 2: CC1=C(C(=O)C2=C(C1=O)N3CC4C(C3(C2COC(=O)N)OC)N4)N. (3) Drug 1: CCN(CC)CCNC(=O)C1=C(NC(=C1C)C=C2C3=C(C=CC(=C3)F)NC2=O)C. Drug 2: CN(CCCl)CCCl.Cl. Cell line: OVCAR3. Synergy scores: CSS=14.4, Synergy_ZIP=-3.30, Synergy_Bliss=-0.518, Synergy_Loewe=-2.98, Synergy_HSA=-3.32. (4) Drug 1: CC(C1=C(C=CC(=C1Cl)F)Cl)OC2=C(N=CC(=C2)C3=CN(N=C3)C4CCNCC4)N. Drug 2: CC12CCC3C(C1CCC2=O)CC(=C)C4=CC(=O)C=CC34C. Cell line: 786-0. Synergy scores: CSS=43.0, Synergy_ZIP=-1.77, Synergy_Bliss=-5.37, Synergy_Loewe=-4.81, Synergy_HSA=-5.06. (5) Drug 1: C1=C(C(=O)NC(=O)N1)F. Drug 2: C1=CC=C(C(=C1)C(C2=CC=C(C=C2)Cl)C(Cl)Cl)Cl. Cell line: HL-60(TB). Synergy scores: CSS=60.8, Synergy_ZIP=-2.40, Synergy_Bliss=-8.42, Synergy_Loewe=-13.2, Synergy_HSA=-7.83. (6) Drug 1: CC1=C2C(C(=O)C3(C(CC4C(C3C(C(C2(C)C)(CC1OC(=O)C(C(C5=CC=CC=C5)NC(=O)OC(C)(C)C)O)O)OC(=O)C6=CC=CC=C6)(CO4)OC(=O)C)OC)C)OC. Drug 2: CC1CCC2CC(C(=CC=CC=CC(CC(C(=O)C(C(C(=CC(C(=O)CC(OC(=O)C3CCCCN3C(=O)C(=O)C1(O2)O)C(C)CC4CCC(C(C4)OC)OCCO)C)C)O)OC)C)C)C)OC. Cell line: SN12C. Synergy scores: CSS=42.2, Synergy_ZIP=0.738, Synergy_Bliss=1.45, Synergy_Loewe=-0.476, Synergy_HSA=5.12. (7) Drug 1: CS(=O)(=O)CCNCC1=CC=C(O1)C2=CC3=C(C=C2)N=CN=C3NC4=CC(=C(C=C4)OCC5=CC(=CC=C5)F)Cl. Drug 2: C1CCC(C(C1)N)N.C(=O)(C(=O)[O-])[O-].[Pt+4]. Cell line: EKVX. Synergy scores: CSS=16.4, Synergy_ZIP=-2.39, Synergy_Bliss=1.54, Synergy_Loewe=-1.09, Synergy_HSA=2.25.